From a dataset of Full USPTO retrosynthesis dataset with 1.9M reactions from patents (1976-2016). Predict the reactants needed to synthesize the given product. (1) Given the product [N:46]1([CH2:52][C:3]2[CH:8]=[CH:7][CH:6]=[CH:5][C:4]=2[C:9]2[N:14]=[CH:13][N:12]=[C:11]([NH:15][C:16]3[CH:17]=[C:18]([CH2:22][S:23]([NH2:26])(=[O:25])=[O:24])[CH:19]=[CH:20][CH:21]=3)[N:10]=2)[CH2:51][CH2:50][O:49][CH2:48][CH2:47]1, predict the reactants needed to synthesize it. The reactants are: CO[C:3]1[CH:8]=[CH:7][CH:6]=[CH:5][C:4]=1[C:9]1[N:14]=[CH:13][N:12]=[C:11]([NH:15][C:16]2[CH:17]=[C:18]([CH2:22][S:23]([NH2:26])(=[O:25])=[O:24])[CH:19]=[CH:20][CH:21]=2)[N:10]=1.ClC1N=CN=C(NC2C=C(CS(N)(=O)=O)C=CC=2)N=1.[N:46]1([CH2:52]C2C=CC=CC=2B(O)O)[CH2:51][CH2:50][O:49][CH2:48][CH2:47]1. (2) Given the product [CH2:1]([O:8][C:9]([N:11]1[CH2:12][CH:13]2[CH2:18][S:17](=[O:20])[CH2:16][CH:14]2[CH2:15]1)=[O:10])[C:2]1[CH:3]=[CH:4][CH:5]=[CH:6][CH:7]=1, predict the reactants needed to synthesize it. The reactants are: [CH2:1]([O:8][C:9]([N:11]1[CH2:15][CH:14]2[CH2:16][S:17][CH2:18][CH:13]2[CH2:12]1)=[O:10])[C:2]1[CH:7]=[CH:6][CH:5]=[CH:4][CH:3]=1.I([O-])(=O)(=O)=[O:20].[Na+]. (3) Given the product [CH3:35][O:34][C:28]1[CH:27]=[C:26]([CH2:25][C:24]([N:21]2[CH2:22][CH2:23][C:19]([C:16]3[CH:17]=[CH:18][C:13]([NH:12][C:11](=[O:10])[N:40]([CH3:41])[CH3:39])=[CH:14][CH:15]=3)=[N:20]2)=[O:36])[CH:31]=[CH:30][C:29]=1[O:32][CH3:33], predict the reactants needed to synthesize it. The reactants are: [N+](C1C=CC([O:10][C:11](=O)[NH:12][C:13]2[CH:18]=[CH:17][C:16]([C:19]3[CH2:23][CH2:22][N:21]([C:24](=[O:36])[CH2:25][C:26]4[CH:31]=[CH:30][C:29]([O:32][CH3:33])=[C:28]([O:34][CH3:35])[CH:27]=4)[N:20]=3)=[CH:15][CH:14]=2)=CC=1)([O-])=O.Cl.[CH3:39][NH:40][CH3:41].C(N(CC)CC)C.O. (4) Given the product [NH2:1][C:2]1[N:3]=[CH:4][C:5]([C:8]2[CH:9]=[C:10]3[C:15](=[C:16]([NH:18][C:19]([CH3:22])([CH3:21])[CH3:20])[N:17]=2)[C:14](=[O:23])[N:13]([CH:24]([CH2:25][OH:33])[CH2:27][OH:26])[CH:12]=[CH:11]3)=[CH:6][N:7]=1, predict the reactants needed to synthesize it. The reactants are: [NH2:1][C:2]1[N:7]=[CH:6][C:5]([C:8]2[CH:9]=[C:10]3[C:15](=[C:16]([NH:18][C:19]([CH3:22])([CH3:21])[CH3:20])[N:17]=2)[C:14](=[O:23])[N:13]([CH:24]2[CH2:27][O:26][CH2:25]2)[CH:12]=[CH:11]3)=[CH:4][N:3]=1.[Li+].[OH-].CC([OH:33])C. (5) Given the product [NH2:1][C:2]1[C:11]2[CH:10]=[CH:9][CH:8]=[C:7]([C:23]3[CH:24]=[N:25][CH:26]=[C:27]([CH:30]=3)[C:28]#[N:29])[C:6]=2[N:5]=[C:4]2[CH2:13][N:14]([CH:17]3[CH2:20][CH2:19][CH2:18]3)[C:15](=[O:16])[C:3]=12, predict the reactants needed to synthesize it. The reactants are: [NH2:1][C:2]1[C:11]2[CH:10]=[CH:9][CH:8]=[C:7](Br)[C:6]=2[N:5]=[C:4]2[CH2:13][N:14]([CH:17]3[CH2:20][CH2:19][CH2:18]3)[C:15](=[O:16])[C:3]=12.C[Sn](C)(C)[C:23]1[CH:24]=[N:25][CH:26]=[C:27]([CH:30]=1)[C:28]#[N:29]. (6) Given the product [O:17]=[C:7]1[NH:6][C:5]2[CH:4]=[C:3]([CH2:2][N:38]3[CH2:37][CH2:36][N:35]([C:41]4[CH:42]=[CH:43][C:44]([C:45]([O:47][CH2:48][CH3:49])=[O:46])=[CH:50][CH:51]=4)[CH2:40][CH2:39]3)[CH:12]=[N:11][C:10]=2[N:9]2[CH2:13][CH2:14][S:15][CH2:16][C@@H:8]12, predict the reactants needed to synthesize it. The reactants are: O[CH2:2][C:3]1[CH:12]=[N:11][C:10]2[N:9]3[CH2:13][CH2:14][S:15][CH2:16][C@H:8]3[C:7](=[O:17])[NH:6][C:5]=2[CH:4]=1.[I-].C(C[P+](C)(C)C)#N.CCN(C(C)C)C(C)C.[N:35]1([C:41]2[CH:51]=[CH:50][C:44]([C:45]([O:47][CH2:48][CH3:49])=[O:46])=[CH:43][CH:42]=2)[CH2:40][CH2:39][NH:38][CH2:37][CH2:36]1. (7) Given the product [NH2:17][C:16]1[N:7]([C:1]2[CH:6]=[CH:5][CH:4]=[CH:3][CH:2]=2)[N:8]=[CH:12][C:13]=1[C:14]#[N:15], predict the reactants needed to synthesize it. The reactants are: [C:1]1([NH:7][NH2:8])[CH:6]=[CH:5][CH:4]=[CH:3][CH:2]=1.C(O[CH:12]=[C:13]([C:16]#[N:17])[C:14]#[N:15])C. (8) Given the product [C:6]([C:5]1[CH:4]=[CH:3][C:2]([O:1][CH2:31][C:28]2[O:27][C:26]([C:24]([O:23][CH3:22])=[O:25])=[CH:30][CH:29]=2)=[CH:15][CH:14]=1)(=[O:7])[C:8]1[CH:13]=[CH:12][CH:11]=[CH:10][CH:9]=1, predict the reactants needed to synthesize it. The reactants are: [OH:1][C:2]1[CH:15]=[CH:14][C:5]([C:6]([C:8]2[CH:13]=[CH:12][CH:11]=[CH:10][CH:9]=2)=[O:7])=[CH:4][CH:3]=1.C(=O)([O-])[O-].[K+].[K+].[CH3:22][O:23][C:24]([C:26]1[O:27][C:28]([CH2:31]Cl)=[CH:29][CH:30]=1)=[O:25].